Dataset: Reaction yield outcomes from USPTO patents with 853,638 reactions. Task: Predict the reaction yield, written as a fraction of the theoretical maximum amount of product (1.0 means a 100% yield; for example, 0.34 means a 34% yield). The reactants are [C:1]1(=[O:10])[C:9]2[C:4](=[CH:5][CH:6]=[CH:7][CH:8]=2)[CH2:3][O:2]1.[N+:11]([O-])([O-:13])=[O:12].[K+]. The catalyst is OS(O)(=O)=O. The product is [N+:11]([C:7]1[CH:8]=[C:9]2[C:4]([CH2:3][O:2][C:1]2=[O:10])=[CH:5][CH:6]=1)([O-:13])=[O:12]. The yield is 0.800.